The task is: Predict the product of the given reaction.. This data is from Forward reaction prediction with 1.9M reactions from USPTO patents (1976-2016). Given the reactants Cl.[NH2:2][C@H:3]([C:6]([OH:8])=[O:7])[CH2:4]O.C(N(CC)CC)C.S(Cl)(Cl)=O.C(=O)([O-])[O-].[K+].[K+].Cl[C:27]([O:29][CH2:30][C:31]1[CH:36]=[CH:35][CH:34]=[CH:33][CH:32]=1)=[O:28].[C:37]1([SH:43])[CH:42]=[CH:41][CH:40]=[CH:39][CH:38]=1.S(=O)(=O)(O)O, predict the reaction product. The product is: [C:27]([NH:2][C@H:3]([C:6]([OH:8])=[O:7])[CH2:4][S:43][C:37]1[CH:42]=[CH:41][CH:40]=[CH:39][CH:38]=1)([O:29][CH2:30][C:31]1[CH:36]=[CH:35][CH:34]=[CH:33][CH:32]=1)=[O:28].